From a dataset of NCI-60 drug combinations with 297,098 pairs across 59 cell lines. Regression. Given two drug SMILES strings and cell line genomic features, predict the synergy score measuring deviation from expected non-interaction effect. (1) Drug 1: CS(=O)(=O)C1=CC(=C(C=C1)C(=O)NC2=CC(=C(C=C2)Cl)C3=CC=CC=N3)Cl. Drug 2: B(C(CC(C)C)NC(=O)C(CC1=CC=CC=C1)NC(=O)C2=NC=CN=C2)(O)O. Cell line: MALME-3M. Synergy scores: CSS=27.4, Synergy_ZIP=-0.129, Synergy_Bliss=6.49, Synergy_Loewe=-0.501, Synergy_HSA=5.24. (2) Drug 1: CS(=O)(=O)C1=CC(=C(C=C1)C(=O)NC2=CC(=C(C=C2)Cl)C3=CC=CC=N3)Cl. Drug 2: CC1C(C(CC(O1)OC2CC(CC3=C2C(=C4C(=C3O)C(=O)C5=C(C4=O)C(=CC=C5)OC)O)(C(=O)C)O)N)O.Cl. Cell line: OVCAR-8. Synergy scores: CSS=43.4, Synergy_ZIP=3.13, Synergy_Bliss=12.4, Synergy_Loewe=-6.52, Synergy_HSA=12.3. (3) Drug 1: CC1=C(C=C(C=C1)C(=O)NC2=CC(=CC(=C2)C(F)(F)F)N3C=C(N=C3)C)NC4=NC=CC(=N4)C5=CN=CC=C5. Drug 2: CC1=C2C(C(=O)C3(C(CC4C(C3C(C(C2(C)C)(CC1OC(=O)C(C(C5=CC=CC=C5)NC(=O)OC(C)(C)C)O)O)OC(=O)C6=CC=CC=C6)(CO4)OC(=O)C)O)C)O. Cell line: NCI-H460. Synergy scores: CSS=12.8, Synergy_ZIP=12.9, Synergy_Bliss=11.7, Synergy_Loewe=4.29, Synergy_HSA=4.89. (4) Drug 1: CC1=CC2C(CCC3(C2CCC3(C(=O)C)OC(=O)C)C)C4(C1=CC(=O)CC4)C. Drug 2: CC1CCC2CC(C(=CC=CC=CC(CC(C(=O)C(C(C(=CC(C(=O)CC(OC(=O)C3CCCCN3C(=O)C(=O)C1(O2)O)C(C)CC4CCC(C(C4)OC)O)C)C)O)OC)C)C)C)OC. Cell line: HOP-62. Synergy scores: CSS=17.1, Synergy_ZIP=-1.44, Synergy_Bliss=-0.351, Synergy_Loewe=-63.1, Synergy_HSA=-5.25. (5) Drug 1: CS(=O)(=O)C1=CC(=C(C=C1)C(=O)NC2=CC(=C(C=C2)Cl)C3=CC=CC=N3)Cl. Drug 2: C(=O)(N)NO. Cell line: SNB-75. Synergy scores: CSS=1.80, Synergy_ZIP=-0.156, Synergy_Bliss=0.744, Synergy_Loewe=-0.482, Synergy_HSA=-1.37. (6) Drug 1: C1CN1P(=S)(N2CC2)N3CC3. Drug 2: C1CC(=O)NC(=O)C1N2C(=O)C3=CC=CC=C3C2=O. Cell line: MDA-MB-435. Synergy scores: CSS=-2.72, Synergy_ZIP=1.95, Synergy_Bliss=1.04, Synergy_Loewe=-2.26, Synergy_HSA=-2.19. (7) Drug 1: CCCCC(=O)OCC(=O)C1(CC(C2=C(C1)C(=C3C(=C2O)C(=O)C4=C(C3=O)C=CC=C4OC)O)OC5CC(C(C(O5)C)O)NC(=O)C(F)(F)F)O. Drug 2: CC=C1C(=O)NC(C(=O)OC2CC(=O)NC(C(=O)NC(CSSCCC=C2)C(=O)N1)C(C)C)C(C)C. Cell line: OVCAR-5. Synergy scores: CSS=78.4, Synergy_ZIP=3.98, Synergy_Bliss=3.05, Synergy_Loewe=-27.4, Synergy_HSA=0.0523. (8) Drug 1: CC1=CC2C(CCC3(C2CCC3(C(=O)C)OC(=O)C)C)C4(C1=CC(=O)CC4)C. Drug 2: COC1=NC(=NC2=C1N=CN2C3C(C(C(O3)CO)O)O)N. Cell line: SNB-75. Synergy scores: CSS=-2.22, Synergy_ZIP=1.25, Synergy_Bliss=0.0205, Synergy_Loewe=-2.99, Synergy_HSA=-3.01.